Dataset: Antibody developability classification from SAbDab with 2,409 antibodies. Task: Regression/Classification. Given an antibody's heavy chain and light chain sequences, predict its developability. TAP uses regression for 5 developability metrics; SAbDab uses binary classification. The antibody is ['QVQLQESGGGLVQPGGSLRLSCAASGFTFSDYYMYWVRQAPGKGLEWVATISDGGSYTYYPDSVKGRFTISRDNSKNTLYLQMNSLRAEDTAMYYCSRYRYDDAMDYWGQGTLVTVSS', 'EIVLTQSPATLSLSPGERATISCRASESVDSYGHSFMQWYQQKPGQAPRLLIYRASNLEPGIPARFSGSGSGTDFTLTISSLEPEDFAVYYCQQSNEAPFTFGQGTKVEIK']. Result: 0 (not developable).